From a dataset of Peptide-MHC class I binding affinity with 185,985 pairs from IEDB/IMGT. Regression. Given a peptide amino acid sequence and an MHC pseudo amino acid sequence, predict their binding affinity value. This is MHC class I binding data. (1) The MHC is H-2-Kb with pseudo-sequence H-2-Kb. The peptide sequence is MSPALFHAFF. The binding affinity (normalized) is 0.564. (2) The peptide sequence is HLSGWELAK. The MHC is HLA-B15:01 with pseudo-sequence HLA-B15:01. The binding affinity (normalized) is 0.0847. (3) The peptide sequence is GVSYEVFDDY. The MHC is HLA-A68:01 with pseudo-sequence HLA-A68:01. The binding affinity (normalized) is 0. (4) The peptide sequence is VLTLATGPVL. The MHC is HLA-A30:01 with pseudo-sequence HLA-A30:01. The binding affinity (normalized) is 0.324. (5) The peptide sequence is DPLVVAASI. The MHC is HLA-B07:02 with pseudo-sequence HLA-B07:02. The binding affinity (normalized) is 0.0847. (6) The peptide sequence is STPESANLGEE. The MHC is Mamu-A01 with pseudo-sequence Mamu-A01. The binding affinity (normalized) is 0.515. (7) The peptide sequence is DLNQAVNNL. The MHC is HLA-A02:02 with pseudo-sequence HLA-A02:02. The binding affinity (normalized) is 0.576.